Dataset: Reaction yield outcomes from USPTO patents with 853,638 reactions. Task: Predict the reaction yield, written as a fraction of the theoretical maximum amount of product (1.0 means a 100% yield; for example, 0.34 means a 34% yield). (1) The reactants are [OH-].[Na+].I[CH2:4][CH2:5][CH2:6][CH3:7].[C:8]1([CH3:20])[CH:13]=[CH:12][C:11]([S:14]([CH2:17][N+:18]#[C-:19])(=[O:16])=[O:15])=[CH:10][CH:9]=1. The catalyst is [I-].C([N+](CCCC)(CCCC)CCCC)CCC.C(Cl)Cl.O. The product is [N+:18]([CH:17]([S:14]([C:11]1[CH:10]=[CH:9][C:8]([CH3:20])=[CH:13][CH:12]=1)(=[O:15])=[O:16])[CH2:4][CH2:5][CH2:6][CH3:7])#[C-:19]. The yield is 0.870. (2) The reactants are [Br:1][C:2]1[CH:3]=[N:4][NH:5][CH:6]=1.[H-].[Na+].[O:9]1[CH2:13][CH2:12]OC1=O.CCOC(C)=O. The catalyst is CN(C=O)C. The product is [Br:1][C:2]1[CH:3]=[N:4][N:5]([CH2:12][CH2:13][OH:9])[CH:6]=1. The yield is 0.340.